This data is from Forward reaction prediction with 1.9M reactions from USPTO patents (1976-2016). The task is: Predict the product of the given reaction. Given the reactants [Br:1][C:2]1[CH:3]=[C:4]([N+:9]([O-:11])=[O:10])[C:5](O)=[N:6][CH:7]=1.P(Cl)(Cl)([Cl:14])=O.O, predict the reaction product. The product is: [Br:1][C:2]1[CH:3]=[C:4]([N+:9]([O-:11])=[O:10])[C:5]([Cl:14])=[N:6][CH:7]=1.